This data is from Forward reaction prediction with 1.9M reactions from USPTO patents (1976-2016). The task is: Predict the product of the given reaction. (1) Given the reactants [Cl:1][C:2]1[CH:3]=[C:4]([C:12]2[S:13][C:14]([C:17]3[CH:22]=[CH:21][N:20]=[C:19]4[N:23]([CH2:26][CH2:27][C:28]([O:30]CC)=[O:29])[CH:24]=[CH:25][C:18]=34)=[CH:15][N:16]=2)[CH:5]=[CH:6][C:7]=1[O:8][CH:9]([CH3:11])[CH3:10].[OH-].[Na+].Cl, predict the reaction product. The product is: [Cl:1][C:2]1[CH:3]=[C:4]([C:12]2[S:13][C:14]([C:17]3[CH:22]=[CH:21][N:20]=[C:19]4[N:23]([CH2:26][CH2:27][C:28]([OH:30])=[O:29])[CH:24]=[CH:25][C:18]=34)=[CH:15][N:16]=2)[CH:5]=[CH:6][C:7]=1[O:8][CH:9]([CH3:11])[CH3:10]. (2) Given the reactants Br[CH2:2][C:3]([C:5]1[CH:10]=[CH:9][C:8]([S:11]([CH3:14])(=[O:13])=[O:12])=[CH:7][CH:6]=1)=O.[Cl:15][C:16]1[CH:17]=[C:18]([NH:23][C:24]([NH2:26])=[S:25])[CH:19]=[CH:20][C:21]=1[Cl:22], predict the reaction product. The product is: [Cl:15][C:16]1[CH:17]=[C:18]([NH:23][C:24]2[S:25][CH:2]=[C:3]([C:5]3[CH:10]=[CH:9][C:8]([S:11]([CH3:14])(=[O:13])=[O:12])=[CH:7][CH:6]=3)[N:26]=2)[CH:19]=[CH:20][C:21]=1[Cl:22].